Dataset: Peptide-MHC class I binding affinity with 185,985 pairs from IEDB/IMGT. Task: Regression. Given a peptide amino acid sequence and an MHC pseudo amino acid sequence, predict their binding affinity value. This is MHC class I binding data. (1) The peptide sequence is GFPRCRYVH. The MHC is HLA-B08:01 with pseudo-sequence HLA-B08:01. The binding affinity (normalized) is 0.130. (2) The peptide sequence is MQQSGDEAF. The MHC is HLA-B46:01 with pseudo-sequence HLA-B46:01. The binding affinity (normalized) is 0.0847. (3) The peptide sequence is CCFHCQVC. The MHC is HLA-A23:01 with pseudo-sequence HLA-A23:01. The binding affinity (normalized) is 0. (4) The peptide sequence is AVDLSHFLR. The binding affinity (normalized) is 0. The MHC is HLA-A02:01 with pseudo-sequence HLA-A02:01. (5) The peptide sequence is MIAAYTAAL. The MHC is HLA-A02:02 with pseudo-sequence HLA-A02:02. The binding affinity (normalized) is 1.00. (6) The peptide sequence is TINALVYFST. The MHC is HLA-A02:02 with pseudo-sequence HLA-A02:02. The binding affinity (normalized) is 0.117. (7) The binding affinity (normalized) is 0. The MHC is HLA-A03:01 with pseudo-sequence HLA-A03:01. The peptide sequence is PIINTHSFY. (8) The peptide sequence is RRYTRRISL. The MHC is HLA-B27:20 with pseudo-sequence HLA-B27:20. The binding affinity (normalized) is 1.00.